From a dataset of Reaction yield outcomes from USPTO patents with 853,638 reactions. Predict the reaction yield, written as a fraction of the theoretical maximum amount of product (1.0 means a 100% yield; for example, 0.34 means a 34% yield). The reactants are Br[C:2]1[CH:7]=[CH:6][C:5]([N:8]2[C:16]3[C:15]([OH:17])=[C:14]([C:18]#[N:19])[C:13](=[O:20])[NH:12][C:11]=3[CH:10]=[CH:9]2)=[CH:4][CH:3]=1.[F:21][C:22]1[N:27]=[CH:26][C:25](B(O)O)=[CH:24][CH:23]=1.C(=O)([O-])[O-].[Cs+].[Cs+].O1CCOCC1. The catalyst is C1C=CC([P]([Pd]([P](C2C=CC=CC=2)(C2C=CC=CC=2)C2C=CC=CC=2)([P](C2C=CC=CC=2)(C2C=CC=CC=2)C2C=CC=CC=2)[P](C2C=CC=CC=2)(C2C=CC=CC=2)C2C=CC=CC=2)(C2C=CC=CC=2)C2C=CC=CC=2)=CC=1.O. The product is [F:21][C:22]1[N:27]=[CH:26][C:25]([C:2]2[CH:7]=[CH:6][C:5]([N:8]3[C:16]4[C:15]([OH:17])=[C:14]([C:18]#[N:19])[C:13](=[O:20])[NH:12][C:11]=4[CH:10]=[CH:9]3)=[CH:4][CH:3]=2)=[CH:24][CH:23]=1. The yield is 0.0144.